This data is from Catalyst prediction with 721,799 reactions and 888 catalyst types from USPTO. The task is: Predict which catalyst facilitates the given reaction. (1) Reactant: [F:1][C:2]([F:21])([F:20])[C:3]1[CH:8]=[CH:7][C:6]([CH:9]2[CH2:14][C:13](=[O:15])[NH:12][C:11]([CH3:16])=[C:10]2[C:17](O)=[O:18])=[CH:5][CH:4]=1.[NH2:22][C:23]1[CH:24]=[C:25]2[C:29](=[C:30]([Cl:32])[CH:31]=1)[NH:28][N:27]=[CH:26]2.C(Cl)CCl.CCN(CC)CC. Product: [Cl:32][C:30]1[CH:31]=[C:23]([NH:22][C:17]([C:10]2[CH:9]([C:6]3[CH:5]=[CH:4][C:3]([C:2]([F:20])([F:21])[F:1])=[CH:8][CH:7]=3)[CH2:14][C:13](=[O:15])[NH:12][C:11]=2[CH3:16])=[O:18])[CH:24]=[C:25]2[C:29]=1[NH:28][N:27]=[CH:26]2. The catalyst class is: 861. (2) Reactant: C(=O)(O)[O-].[Na+].Cl.[NH2:7][CH2:8][CH2:9][SH:10].[C:11]([O:15][C:16](=[O:23])[NH:17][C@@H:18]([C:20](F)=[O:21])[CH3:19])([CH3:14])([CH3:13])[CH3:12]. Product: [C:11]([O:15][C:16](=[O:23])[NH:17][C@H:18]([C:20](=[O:21])[NH:7][CH2:8][CH2:9][SH:10])[CH3:19])([CH3:12])([CH3:13])[CH3:14]. The catalyst class is: 232. (3) Reactant: Cl[C:2]1[N:10]=[C:9]2[C:5]([N:6]=[CH:7][N:8]2[CH:11]2[CH2:16][CH2:15][N:14]([C:17]([O:19][C:20]([CH3:23])([CH3:22])[CH3:21])=[O:18])[CH2:13][CH2:12]2)=[C:4]([N:24]2[CH2:29][CH2:28][O:27][CH2:26][CH2:25]2)[N:3]=1.[CH3:30][O:31][CH2:32][O:33][C:34]1[CH:35]=[N:36][CH:37]=[C:38](B2OC(C)(C)C(C)(C)O2)[CH:39]=1.C(=O)([O-])[O-].[Na+].[Na+]. Product: [C:20]([O:19][C:17]([N:14]1[CH2:15][CH2:16][CH:11]([N:8]2[CH:7]=[N:6][C:5]3[C:9]2=[N:10][C:2]([C:38]2[CH:37]=[N:36][CH:35]=[C:34]([O:33][CH2:32][O:31][CH3:30])[CH:39]=2)=[N:3][C:4]=3[N:24]2[CH2:29][CH2:28][O:27][CH2:26][CH2:25]2)[CH2:12][CH2:13]1)=[O:18])([CH3:23])([CH3:22])[CH3:21]. The catalyst class is: 276.